This data is from Catalyst prediction with 721,799 reactions and 888 catalyst types from USPTO. The task is: Predict which catalyst facilitates the given reaction. (1) Reactant: [OH:1][N:2]=[CH:3][C:4]1[N:9]=[CH:8][C:7]2[C:10]3([CH2:15][N:14]([C:16]([O:18][C:19]([CH3:22])([CH3:21])[CH3:20])=[O:17])[CH2:13]3)[O:11][CH2:12][C:6]=2[CH:5]=1.C1C(=O)N(Cl)C(=O)C1.[Cl:31][C:32]1[CH:37]=[C:36]([C:38]([C:40]([F:43])([F:42])[F:41])=[CH2:39])[CH:35]=[C:34]([Cl:44])[C:33]=1[F:45]. Product: [Cl:31][C:32]1[CH:37]=[C:36]([C:38]2([C:40]([F:43])([F:42])[F:41])[O:1][N:2]=[C:3]([C:4]3[N:9]=[CH:8][C:7]4[C:10]5([CH2:15][N:14]([C:16]([O:18][C:19]([CH3:22])([CH3:21])[CH3:20])=[O:17])[CH2:13]5)[O:11][CH2:12][C:6]=4[CH:5]=3)[CH2:39]2)[CH:35]=[C:34]([Cl:44])[C:33]=1[F:45]. The catalyst class is: 3. (2) Reactant: [CH3:1][S:2]([NH:5][C:6](=[O:38])[C:7]1[CH:12]=[CH:11][CH:10]=[C:9]([C:13]2[N:17](COCC[Si](C)(C)C)[C:16]([C:26]3[CH:31]=[CH:30][CH:29]=[CH:28][CH:27]=3)=[N:15][C:14]=2[C:32]2[CH:37]=[CH:36][N:35]=[CH:34][CH:33]=2)[CH:8]=1)(=[O:4])=[O:3].[C:39]([OH:45])([C:41]([F:44])([F:43])[F:42])=[O:40]. Product: [OH:45][C:39]([C:41]([F:44])([F:43])[F:42])=[O:40].[OH:45][C:39]([C:41]([F:44])([F:43])[F:42])=[O:40].[CH3:1][S:2]([NH:5][C:6](=[O:38])[C:7]1[CH:12]=[CH:11][CH:10]=[C:9]([C:13]2[NH:17][C:16]([C:26]3[CH:31]=[CH:30][CH:29]=[CH:28][CH:27]=3)=[N:15][C:14]=2[C:32]2[CH:33]=[CH:34][N:35]=[CH:36][CH:37]=2)[CH:8]=1)(=[O:3])=[O:4]. The catalyst class is: 2. (3) Reactant: C([SiH](CC)CC)C.[CH3:8][O:9][C:10]1[CH:19]=[C:18]2[C:13]([CH:14]=[C:15]([CH:21]=O)[C:16](=[O:20])[NH:17]2)=[CH:12][CH:11]=1. Product: [CH3:8][O:9][C:10]1[CH:19]=[C:18]2[C:13]([CH:14]=[C:15]([CH3:21])[C:16](=[O:20])[NH:17]2)=[CH:12][CH:11]=1. The catalyst class is: 55. (4) Reactant: [C:1]([O:5][C:6]([C:8]1[CH:9]=[C:10]([C:14]2[C:19]([CH3:20])=[CH:18][CH:17]=[CH:16][N+:15]=2[O-])[CH:11]=[CH:12][CH:13]=1)=[O:7])([CH3:4])([CH3:3])[CH3:2].[N:22]1C=CC=CC=1.CS(OS(C)(=O)=O)(=O)=O.C(CN)O. Product: [C:1]([O:5][C:6](=[O:7])[C:8]1[CH:13]=[CH:12][CH:11]=[C:10]([C:14]2[C:19]([CH3:20])=[CH:18][CH:17]=[C:16]([NH2:22])[N:15]=2)[CH:9]=1)([CH3:4])([CH3:3])[CH3:2]. The catalyst class is: 47. (5) Reactant: Cl[C:2]1[N:7]=[C:6]([C:8]2[CH:13]=[CH:12][CH:11]=[C:10]([C:14]([F:17])([F:16])[F:15])[N:9]=2)[N:5]=[C:4]([NH:18][CH:19]([CH3:21])[CH3:20])[N:3]=1.[NH3:22].O.CC(=O)OCC. Product: [CH:19]([NH:18][C:4]1[N:3]=[C:2]([NH2:22])[N:7]=[C:6]([C:8]2[CH:13]=[CH:12][CH:11]=[C:10]([C:14]([F:17])([F:16])[F:15])[N:9]=2)[N:5]=1)([CH3:21])[CH3:20]. The catalyst class is: 1. (6) Reactant: [CH2:1]([O:3][C:4](=[O:7])[CH2:5]Cl)[CH3:2].C(=O)([O-])[O-].[K+].[K+].[CH3:14][C:15]1([CH3:20])[CH2:19][CH2:18][CH2:17][NH:16]1. Product: [CH2:1]([O:3][C:4](=[O:7])[CH2:5][N:16]1[CH2:17][CH2:18][CH2:19][C:15]1([CH3:20])[CH3:14])[CH3:2]. The catalyst class is: 621.